This data is from NCI-60 drug combinations with 297,098 pairs across 59 cell lines. The task is: Regression. Given two drug SMILES strings and cell line genomic features, predict the synergy score measuring deviation from expected non-interaction effect. Drug 1: CCC1(CC2CC(C3=C(CCN(C2)C1)C4=CC=CC=C4N3)(C5=C(C=C6C(=C5)C78CCN9C7C(C=CC9)(C(C(C8N6C=O)(C(=O)OC)O)OC(=O)C)CC)OC)C(=O)OC)O.OS(=O)(=O)O. Drug 2: CC1=C(C=C(C=C1)C(=O)NC2=CC(=CC(=C2)C(F)(F)F)N3C=C(N=C3)C)NC4=NC=CC(=N4)C5=CN=CC=C5. Cell line: U251. Synergy scores: CSS=60.9, Synergy_ZIP=2.76, Synergy_Bliss=3.44, Synergy_Loewe=5.12, Synergy_HSA=5.17.